Dataset: Full USPTO retrosynthesis dataset with 1.9M reactions from patents (1976-2016). Task: Predict the reactants needed to synthesize the given product. Given the product [O:1]=[C:2]1[C:7]([C:14]2[CH:15]=[CH:16][CH:17]=[CH:18][CH:19]=2)([C:8]2[CH:13]=[CH:12][CH:11]=[CH:10][CH:9]=2)[CH2:6][CH2:5][CH2:4][N:3]1[CH2:20][C:21]([OH:23])=[O:22], predict the reactants needed to synthesize it. The reactants are: [O:1]=[C:2]1[C:7]([C:14]2[CH:19]=[CH:18][CH:17]=[CH:16][CH:15]=2)([C:8]2[CH:13]=[CH:12][CH:11]=[CH:10][CH:9]=2)[CH2:6][CH2:5][CH2:4][N:3]1[CH2:20][C:21]([O:23]CC)=[O:22].[OH-].[Li+].